Predict the reactants needed to synthesize the given product. From a dataset of Full USPTO retrosynthesis dataset with 1.9M reactions from patents (1976-2016). (1) The reactants are: [F:1][C:2]1[CH:3]=[C:4]([S:9][C:10]2[CH:11]=[C:12]3[C:18]([NH:19][C:20](=O)[C:21]4[CH:26]=[CH:25][C:24]([N:27]5[CH2:32][CH2:31][N:30]([CH3:33])[CH2:29][CH2:28]5)=[CH:23][C:22]=4[NH:34][CH:35]4[CH2:40][CH2:39][O:38][CH2:37][CH2:36]4)=[N:17][NH:16][C:13]3=[N:14][CH:15]=2)[CH:5]=[C:6]([F:8])[CH:7]=1.[H-].[H-].[H-].[H-].[Li+].[Al+3].O.[OH-].[Na+]. Given the product [F:1][C:2]1[CH:3]=[C:4]([S:9][C:10]2[CH:11]=[C:12]3[C:18]([NH:19][CH2:20][C:21]4[CH:26]=[CH:25][C:24]([N:27]5[CH2:32][CH2:31][N:30]([CH3:33])[CH2:29][CH2:28]5)=[CH:23][C:22]=4[NH:34][CH:35]4[CH2:36][CH2:37][O:38][CH2:39][CH2:40]4)=[N:17][NH:16][C:13]3=[N:14][CH:15]=2)[CH:5]=[C:6]([F:8])[CH:7]=1, predict the reactants needed to synthesize it. (2) Given the product [OH:1][C:2]1([C:26]2[NH:27][C:28]3[CH:42]=[CH:41][C:40]([C:43]#[N:44])=[CH:39][C:29]=3[N:30]=2)[C:12]2[C:13]3[C:5](=[CH:6][N:7]([S:16]([C:19]4[CH:20]=[CH:21][C:22]([CH3:23])=[CH:24][CH:25]=4)(=[O:18])=[O:17])[C:8]=3[C:9]([CH3:15])=[CH:10][C:11]=2[CH3:14])[CH2:4][CH2:3]1, predict the reactants needed to synthesize it. The reactants are: [OH:1][C:2]1([C:26]2[N:30](COCC[Si](C)(C)C)[C:29]3[CH:39]=[C:40]([C:43]#[N:44])[CH:41]=[CH:42][C:28]=3[N:27]=2)[C:12]2[C:13]3[C:5](=[CH:6][N:7]([S:16]([C:19]4[CH:25]=[CH:24][C:22]([CH3:23])=[CH:21][CH:20]=4)(=[O:18])=[O:17])[C:8]=3[C:9]([CH3:15])=[CH:10][C:11]=2[CH3:14])[CH2:4][CH2:3]1.OC1(C2N(COCC[Si](C)(C)C)C3C=CC(C#N)=CC=3N=2)C2C3C(=CN(S(C4C=CC(C)=CC=4)(=O)=O)C=3C(C)=CC=2C)CC1.F[B-](F)(F)F.[Li+]. (3) The reactants are: [CH2:1]([O:3][C:4](=[O:18])[CH:5]=[CH:6][C:7]1[C:12]([N+:13]([O-])=O)=[CH:11][CH:10]=[C:9]([O:16][CH3:17])[N:8]=1)[CH3:2]. Given the product [CH2:1]([O:3][C:4](=[O:18])[CH2:5][CH2:6][C:7]1[C:12]([NH2:13])=[CH:11][CH:10]=[C:9]([O:16][CH3:17])[N:8]=1)[CH3:2], predict the reactants needed to synthesize it. (4) Given the product [Cl:31][C:32]1[N:33]=[CH:34][C:35]([NH:38][C:39]([C:41]2[CH:42]=[N:43][C:44]([NH:54][C:55](=[O:59])[NH:56][CH2:57][CH3:58])=[CH:45][C:46]=2[NH:47][C:48]2[CH:49]=[N:50][CH:51]=[CH:52][CH:53]=2)=[O:40])=[CH:36][N:37]=1.[CH2:57]([NH:56][C:55]([NH:54][C:44]1[N:43]=[CH:42][C:41]([C:39]([NH:38][C:35]2[CH:34]=[N:33][C:32]([N:65]3[CH2:66][CH2:67][C:62]([CH3:61])([C:68]([O:70][CH2:71][CH3:72])=[O:69])[CH2:63][CH2:64]3)=[N:37][CH:36]=2)=[O:40])=[C:46]([NH:47][C:48]2[CH:49]=[N:50][CH:51]=[CH:52][CH:53]=2)[CH:45]=1)=[O:59])[CH3:58], predict the reactants needed to synthesize it. The reactants are: N(C1C=C(NC(=O)NCC)N=CC=1C(O)=O)C1C=CC=CC=1.ClC1N=CC(N)=CN=1.[Cl:31][C:32]1[N:37]=[CH:36][C:35]([NH:38][C:39]([C:41]2[CH:42]=[N:43][C:44]([NH:54][C:55](=[O:59])[NH:56][CH2:57][CH3:58])=[CH:45][C:46]=2[NH:47][C:48]2[CH:49]=[N:50][CH:51]=[CH:52][CH:53]=2)=[O:40])=[CH:34][N:33]=1.Cl.[CH3:61][C:62]1([C:68]([O:70][CH2:71][CH3:72])=[O:69])[CH2:67][CH2:66][NH:65][CH2:64][CH2:63]1.C(N(C(C)C)C(C)C)C. (5) Given the product [Br:22][C:16]1[C:6]([O:7][C:8]2[CH:15]=[CH:14][C:11]([C:12]#[N:13])=[CH:10][CH:9]=2)=[C:5]([CH:1]([CH2:3][CH3:4])[CH3:2])[C:19]([O:20][CH3:21])=[CH:18][CH:17]=1, predict the reactants needed to synthesize it. The reactants are: [CH:1]([C:5]1[C:19]([O:20][CH3:21])=[CH:18][CH:17]=[CH:16][C:6]=1[O:7][C:8]1[CH:15]=[CH:14][C:11]([C:12]#[N:13])=[CH:10][CH:9]=1)([CH2:3][CH3:4])[CH3:2].[Br:22]N1C(=O)CCC1=O.[O-][Si]([O-])=O.[Mg+2]. (6) Given the product [Br:39][CH2:40][CH2:41][O:8][C:7]1[CH:6]=[CH:5][C:4]([C:9]2[CH:10]=[C:11]([C:30]([NH2:32])=[O:31])[C:12]3[NH:13][C:14]4[C:19]([C:20]=3[CH:21]=2)=[CH:18][CH:17]=[C:16]([N:22]2[CH2:27][CH2:26][S:25](=[O:29])(=[O:28])[CH2:24][CH2:23]2)[CH:15]=4)=[CH:3][C:2]=1[Cl:1], predict the reactants needed to synthesize it. The reactants are: [Cl:1][C:2]1[CH:3]=[C:4]([C:9]2[CH:10]=[C:11]([C:30]([NH2:32])=[O:31])[C:12]3[NH:13][C:14]4[C:19]([C:20]=3[CH:21]=2)=[CH:18][CH:17]=[C:16]([N:22]2[CH2:27][CH2:26][S:25](=[O:29])(=[O:28])[CH2:24][CH2:23]2)[CH:15]=4)[CH:5]=[CH:6][C:7]=1[OH:8].C([O-])([O-])=O.[K+].[K+].[Br:39][CH2:40][CH2:41]Br.O.C(O)(=O)CC(CC(O)=O)(C(O)=O)O.